From a dataset of Full USPTO retrosynthesis dataset with 1.9M reactions from patents (1976-2016). Predict the reactants needed to synthesize the given product. (1) Given the product [N:32]1[C:33]2[C:28](=[CH:27][C:26]([CH:24]([N:21]3[C:19]4=[N:20][C:15]([C:13]5[CH:12]=[N:11][N:10]([CH2:9][CH2:8][OH:7])[CH:14]=5)=[CH:16][CH:17]=[C:18]4[N:23]=[N:22]3)[CH3:25])=[CH:35][CH:34]=2)[CH:29]=[CH:30][CH:31]=1, predict the reactants needed to synthesize it. The reactants are: O1CCCCC1[O:7][CH2:8][CH2:9][N:10]1[CH:14]=[C:13]([C:15]2[N:20]=[C:19]3[N:21]([CH:24]([C:26]4[CH:27]=[C:28]5[C:33](=[CH:34][CH:35]=4)[N:32]=[CH:31][CH:30]=[CH:29]5)[CH3:25])[N:22]=[N:23][C:18]3=[CH:17][CH:16]=2)[CH:12]=[N:11]1.C12(CS(O)(=O)=O)C(C)(C)C(CC1)CC2=O.CO. (2) Given the product [F:3][C:4]([F:22])([F:23])[C:5]1[CH:6]=[C:7]([CH:19]=[CH:20][CH:21]=1)[CH2:8][C:9]1[CH:18]=[CH:17][C:12]([C:13]([OH:15])=[O:14])=[CH:11][CH:10]=1, predict the reactants needed to synthesize it. The reactants are: [OH-].[Na+].[F:3][C:4]([F:23])([F:22])[C:5]1[CH:6]=[C:7]([CH:19]=[CH:20][CH:21]=1)[CH2:8][C:9]1[CH:18]=[CH:17][C:12]([C:13]([O:15]C)=[O:14])=[CH:11][CH:10]=1. (3) Given the product [F:56][C:57]1[CH:58]=[C:59]([CH:62]=[CH:63][C:64]=1[F:65])[CH2:60][NH:61][C:17]([C:10]1[CH:11]=[C:12]([CH2:13][CH2:14][CH2:15][CH3:16])[N:8]([CH2:1][C:2]2[CH:3]=[CH:4][CH:5]=[CH:6][CH:7]=2)[C:9]=1[CH:20]([CH3:21])[CH3:22])=[O:18].[F:56][C:57]1[CH:58]=[C:59]([CH:62]=[CH:63][C:64]=1[F:65])[CH2:60][NH:61][C:38]([C:32]1[CH:33]=[C:34]([CH:35]([CH3:37])[CH3:36])[N:30]([CH2:23][C:24]2[CH:29]=[CH:28][CH:27]=[CH:26][CH:25]=2)[C:31]=1[CH2:41][CH2:42][CH2:43][CH3:44])=[O:39], predict the reactants needed to synthesize it. The reactants are: [CH2:1]([N:8]1[C:12]([CH2:13][CH2:14][CH2:15][CH3:16])=[CH:11][C:10]([C:17](O)=[O:18])=[C:9]1[CH:20]([CH3:22])[CH3:21])[C:2]1[CH:7]=[CH:6][CH:5]=[CH:4][CH:3]=1.[CH2:23]([N:30]1[C:34]([CH:35]([CH3:37])[CH3:36])=[CH:33][C:32]([C:38](O)=[O:39])=[C:31]1[CH2:41][CH2:42][CH2:43][CH3:44])[C:24]1[CH:29]=[CH:28][CH:27]=[CH:26][CH:25]=1.CCN=C=NCCCN(C)C.[F:56][C:57]1[CH:58]=[C:59]([CH:62]=[CH:63][C:64]=1[F:65])[CH2:60][NH2:61]. (4) Given the product [OH:6][CH:5]([CH2:4][OH:3])[C:7]([N:9]1[CH2:14][CH2:13][C@H:12]([O:15][C:16]2[CH:23]=[CH:22][C:21]([C:24]3[N:29]=[C:28]([NH:30][C:31]4[CH:32]=[CH:33][C:34]([N:37]5[CH2:38][CH2:39][N:40]([CH:43]6[CH2:44][O:45][CH2:46]6)[CH2:41][CH2:42]5)=[CH:35][CH:36]=4)[N:27]=[CH:26][N:25]=3)=[CH:20][C:17]=2[C:18]#[N:19])[C@H:11]([F:47])[CH2:10]1)=[O:8], predict the reactants needed to synthesize it. The reactants are: CC1(C)[O:6][CH:5]([C:7]([N:9]2[CH2:14][CH2:13][C@H:12]([O:15][C:16]3[CH:23]=[CH:22][C:21]([C:24]4[N:29]=[C:28]([NH:30][C:31]5[CH:36]=[CH:35][C:34]([N:37]6[CH2:42][CH2:41][N:40]([CH:43]7[CH2:46][O:45][CH2:44]7)[CH2:39][CH2:38]6)=[CH:33][CH:32]=5)[N:27]=[CH:26][N:25]=4)=[CH:20][C:17]=3[C:18]#[N:19])[C@H:11]([F:47])[CH2:10]2)=[O:8])[CH2:4][O:3]1.Cl. (5) Given the product [Cl:1][C:2]1[CH:7]=[CH:6][CH:5]=[CH:4][C:3]=1[C:8]1[C:19](=[O:20])[N:18]([CH3:21])[C:11]2[N:12]=[C:13]([S:16]([CH3:17])=[O:30])[N:14]=[CH:15][C:10]=2[CH:9]=1, predict the reactants needed to synthesize it. The reactants are: [Cl:1][C:2]1[CH:7]=[CH:6][CH:5]=[CH:4][C:3]=1[C:8]1[C:19](=[O:20])[N:18]([CH3:21])[C:11]2[N:12]=[C:13]([S:16][CH3:17])[N:14]=[CH:15][C:10]=2[CH:9]=1.C1C=C(Cl)C=C(C(OO)=[O:30])C=1.